This data is from Reaction yield outcomes from USPTO patents with 853,638 reactions. The task is: Predict the reaction yield, written as a fraction of the theoretical maximum amount of product (1.0 means a 100% yield; for example, 0.34 means a 34% yield). The reactants are C(OC(C(F)(F)F)=O)(C(F)(F)F)=[O:2].[Br:14][C:15]1[CH:27]=[CH:26][C:25]2[C:24]3[C:19](=[CH:20][C:21]([Br:28])=[CH:22][CH:23]=3)[C:18](=[O:29])[C:17]=2[CH:16]=1.OO.NC(N)=O. The catalyst is ClCCl. The product is [Br:28][C:21]1[CH:20]=[C:19]2[C:24]([C:25]3[CH:26]=[CH:27][C:15]([Br:14])=[CH:16][C:17]=3[C:18](=[O:29])[O:2]2)=[CH:23][CH:22]=1. The yield is 0.400.